This data is from Full USPTO retrosynthesis dataset with 1.9M reactions from patents (1976-2016). The task is: Predict the reactants needed to synthesize the given product. (1) Given the product [NH2:1][C:2]1[CH:7]=[C:6]([C:11]2[N:10]([CH3:9])[C:18]3[C:13]([CH:12]=2)=[CH:14][CH:15]=[CH:16][CH:17]=3)[CH:5]=[N:4][CH:3]=1, predict the reactants needed to synthesize it. The reactants are: [NH2:1][C:2]1[CH:3]=[N:4][CH:5]=[C:6](Br)[CH:7]=1.[CH3:9][N:10]1[C:18]2[C:13](=[CH:14][CH:15]=[CH:16][CH:17]=2)[CH:12]=[C:11]1B(O)O.COC1C=CC=C(OC)C=1C1C=CC=CC=1P(C1CCCCC1)C1CCCCC1.P([O-])([O-])([O-])=O.[K+].[K+].[K+]. (2) Given the product [Br:1][C:2]1[CH:3]=[C:4]([CH:12]2[C:18]3[C:17](=[C:26]4[N:25]=[CH:24][CH:23]=[CH:22][C:21]4=[CH:20][CH:19]=3)[O:16][CH:14]([OH:15])[CH2:13]2)[CH:5]=[C:6]([O:10][CH3:11])[C:7]=1[O:8][CH3:9], predict the reactants needed to synthesize it. The reactants are: [Br:1][C:2]1[CH:3]=[C:4]([CH:12]=[CH:13][CH:14]=[O:15])[CH:5]=[C:6]([O:10][CH3:11])[C:7]=1[O:8][CH3:9].[OH:16][C:17]1[CH:18]=[CH:19][CH:20]=[C:21]2[C:26]=1[N:25]=[CH:24][CH:23]=[CH:22]2.N1CCOCC1. (3) Given the product [CH3:39][NH:38][C:36]([NH:35][C:32]1[CH:31]=[CH:30][C:29]([C:20]2[N:19]=[C:18]3[N:14]([CH:11]4[CH2:12][CH2:13][NH:8][CH2:9][CH2:10]4)[N:15]=[CH:16][C:17]3=[C:22]([N:23]3[CH2:28][CH2:27][O:26][CH2:25][CH2:24]3)[N:21]=2)=[CH:34][CH:33]=1)=[O:37], predict the reactants needed to synthesize it. The reactants are: C(OC([N:8]1[CH2:13][CH2:12][CH:11]([N:14]2[C:18]3=[N:19][C:20]([C:29]4[CH:34]=[CH:33][C:32]([NH:35][C:36]([NH:38][CH3:39])=[O:37])=[CH:31][CH:30]=4)=[N:21][C:22]([N:23]4[CH2:28][CH2:27][O:26][CH2:25][CH2:24]4)=[C:17]3[CH:16]=[N:15]2)[CH2:10][CH2:9]1)=O)(C)(C)C.C(O)(C(F)(F)F)=O. (4) Given the product [CH:23]1([C:27]([C:12]2[CH:15]=[CH:16][C:9]([OH:8])=[CH:10][C:11]=2[F:17])=[O:26])[CH2:24][CH2:25]1, predict the reactants needed to synthesize it. The reactants are: [Si]([O:8][C:9]1[CH:16]=[CH:15][C:12](C#N)=[C:11]([F:17])[CH:10]=1)(C(C)(C)C)(C)C.C1([Mg]Br)CC1.[CH2:23]1[CH2:27][O:26][CH2:25][CH2:24]1.O.Cl. (5) Given the product [CH2:18]([N:15]1[CH2:16][CH2:17][CH:12]([C:3]2[CH:4]=[CH:5][CH:6]=[C:7]([C:21]#[N:22])[C:2]=2[C:52]#[N:49])[CH2:13][CH2:14]1)[CH2:19][CH3:20], predict the reactants needed to synthesize it. The reactants are: F[C:2]1[C:7](S(C)(=O)=O)=[CH:6][CH:5]=[CH:4][C:3]=1[CH:12]1[CH2:17][CH2:16][N:15]([CH2:18][CH2:19][CH3:20])[CH2:14][CH2:13]1.[C-:21]#[N:22].[Na+].C1OCCOCCOCCOCCOCCOC1.C(=O)([O-])[O-].[Na+].[Na+].C[N:49]([CH3:52])C=O. (6) Given the product [ClH:21].[F:1][C:2]1[CH:7]=[CH:6][C:5]([CH:8]2[CH2:9][CH2:10][NH:11][CH2:12][CH2:13]2)=[CH:4][CH:3]=1, predict the reactants needed to synthesize it. The reactants are: [F:1][C:2]1[CH:7]=[CH:6][C:5]([CH:8]2[CH2:13][CH2:12][N:11](C(OC(C)(C)C)=O)[CH2:10][CH2:9]2)=[CH:4][CH:3]=1.[ClH:21].O1CCOCC1. (7) Given the product [Cl:23][C:11]1[N:7]([C:6]2[N:2]([CH3:1])[N:3]=[CH:4][CH:5]=2)[CH:8]=[C:9]([C:12]([O:14][CH3:15])=[O:13])[CH:10]=1.[Cl:23][C:5]1[CH:4]=[N:3][N:2]([CH3:1])[C:6]=1[N:7]1[CH:11]=[CH:10][C:9]([C:12]([O:14][CH3:15])=[O:13])=[CH:8]1.[Cl:23][C:8]1[N:7]([C:6]2[N:2]([CH3:1])[N:3]=[CH:4][CH:5]=2)[CH:11]=[CH:10][C:9]=1[C:12]([O:14][CH3:15])=[O:13], predict the reactants needed to synthesize it. The reactants are: [CH3:1][N:2]1[C:6]([N:7]2[CH:11]=[CH:10][C:9]([C:12]([O:14][CH3:15])=[O:13])=[CH:8]2)=[CH:5][CH:4]=[N:3]1.C1C(=O)N([Cl:23])C(=O)C1.